This data is from Forward reaction prediction with 1.9M reactions from USPTO patents (1976-2016). The task is: Predict the product of the given reaction. The product is: [CH2:1]([C:5]1[C:9]2[CH:10]=[CH:11][C:12]([C:14]([F:17])([F:15])[F:16])=[CH:13][C:8]=2[S:7][C:6]=1[CH:18]=[CH:21][C:20]([C:23]1[CH:28]=[CH:27][C:26]([CH:29]=[CH:30][C:31]([O:33][CH3:34])=[O:32])=[C:25]([CH3:35])[CH:24]=1)=[O:22])[CH:2]([CH3:4])[CH3:3]. Given the reactants [CH2:1]([C:5]1[C:9]2[CH:10]=[CH:11][C:12]([C:14]([F:17])([F:16])[F:15])=[CH:13][C:8]=2[S:7][C:6]=1[CH:18]=O)[CH:2]([CH3:4])[CH3:3].[C:20]([C:23]1[CH:28]=[CH:27][C:26]([CH:29]=[CH:30][C:31]([O:33][CH3:34])=[O:32])=[C:25]([CH3:35])[CH:24]=1)(=[O:22])[CH3:21], predict the reaction product.